The task is: Regression. Given a peptide amino acid sequence and an MHC pseudo amino acid sequence, predict their binding affinity value. This is MHC class II binding data.. This data is from Peptide-MHC class II binding affinity with 134,281 pairs from IEDB. The peptide sequence is KLIGGIGGFIKVRQYDQIPI. The MHC is DRB1_0101 with pseudo-sequence DRB1_0101. The binding affinity (normalized) is 0.274.